This data is from Reaction yield outcomes from USPTO patents with 853,638 reactions. The task is: Predict the reaction yield, written as a fraction of the theoretical maximum amount of product (1.0 means a 100% yield; for example, 0.34 means a 34% yield). (1) The reactants are Br[C:2]1[C:3]([CH:11]=[O:12])=[CH:4][C:5]2[O:9][CH2:8][O:7][C:6]=2[CH:10]=1.[CH:13]([O-:17])([O-])OC.O.[C:19]1(C)C=CC(S(O)(=O)=O)=C[CH:20]=1.CN(C)CCN(C)C.C([Li])CCC.CCCCCC.Cl.C(=O)([O-])[O-:51].[K+].[K+].C(I)C. The catalyst is CO.O1CCCC1.O. The product is [CH:13]([C:2]1[C:3]([C:11]([O:12][CH2:19][CH3:20])=[O:51])=[CH:4][C:5]2[O:9][CH2:8][O:7][C:6]=2[CH:10]=1)=[O:17]. The yield is 0.120. (2) The reactants are [C:1]([C:3]1[C:11]2[C:6](=[CH:7][C:8](C(O)=O)=[CH:9][CH:10]=2)[N:5]([CH2:15][CH3:16])[CH:4]=1)#[N:2].CC[N:19]([CH2:22]C)CC.C1(P(N=[N+]=[N-])(C2C=CC=CC=2)=[O:31])C=CC=CC=1.[C:41]([OH:45])([CH3:44])([CH3:43])[CH3:42]. The catalyst is CCOC(C)=O. The product is [C:1]([C:3]1[C:11]2[C:6](=[CH:7][C:8]([NH:19][C:22](=[O:31])[O:45][C:41]([CH3:44])([CH3:43])[CH3:42])=[CH:9][CH:10]=2)[N:5]([CH2:15][CH3:16])[CH:4]=1)#[N:2]. The yield is 0.650. (3) No catalyst specified. The reactants are [CH:1]1([NH:4][C:5]2[C:10]3[C:11]([C:30]([O:32]C)=O)=[N:12][N:13]([C:14]4[CH:19]=[CH:18][CH:17]=[C:16]([C:20]#[C:21][C@@:22]5([OH:29])[CH2:26][CH2:25][N:24]([CH3:27])[C:23]5=[O:28])[CH:15]=4)[C:9]=3[CH:8]=[CH:7][N:6]=2)[CH2:3][CH2:2]1.[NH3:34]. The yield is 0.130. The product is [CH:1]1([NH:4][C:5]2[C:10]3[C:11]([C:30]([NH2:34])=[O:32])=[N:12][N:13]([C:14]4[CH:19]=[CH:18][CH:17]=[C:16]([C:20]#[C:21][C@@:22]5([OH:29])[CH2:26][CH2:25][N:24]([CH3:27])[C:23]5=[O:28])[CH:15]=4)[C:9]=3[CH:8]=[CH:7][N:6]=2)[CH2:3][CH2:2]1. (4) The reactants are [Cl:1][C:2]1[N:7]=[C:6]([NH:8][CH:9]2[CH2:14][CH2:13][O:12][CH2:11][CH2:10]2)[C:5]([NH2:15])=[CH:4][N:3]=1.[C:16](N1C=CN=C1)(N1C=CN=C1)=[O:17]. The catalyst is C(#N)C. The product is [Cl:1][C:2]1[N:7]=[C:6]2[C:5]([NH:15][C:16](=[O:17])[N:8]2[CH:9]2[CH2:10][CH2:11][O:12][CH2:13][CH2:14]2)=[CH:4][N:3]=1. The yield is 0.800. (5) The reactants are [C:12]([O:11][C:9](O[C:9]([O:11][C:12]([CH3:15])([CH3:14])[CH3:13])=[O:10])=[O:10])([CH3:15])([CH3:14])[CH3:13].[CH2:16]([NH2:19])[CH2:17][NH2:18]. The catalyst is ClCCl. The product is [NH2:18][CH2:17][CH2:16][NH:19][C:9](=[O:10])[O:11][C:12]([CH3:13])([CH3:14])[CH3:15]. The yield is 0.880. (6) The reactants are [N:1]1[CH:6]=[CH:5][CH:4]=[C:3]([CH2:7][NH2:8])[CH:2]=1.Cl[C:10]1[CH:17]=[CH:16][C:13]([C:14]#[N:15])=[CH:12][N:11]=1.C(=O)([O-])[O-].[K+].[K+]. The catalyst is CN(C=O)C.[Cu]I. The product is [N:1]1[CH:6]=[CH:5][CH:4]=[C:3]([CH2:7][NH:8][C:10]2[CH:17]=[CH:16][C:13]([C:14]#[N:15])=[CH:12][N:11]=2)[CH:2]=1. The yield is 0.540.